Task: Predict the product of the given reaction.. Dataset: Forward reaction prediction with 1.9M reactions from USPTO patents (1976-2016) (1) Given the reactants [C:1]([OH:4])(=[O:3])[CH3:2].[CH2:5]([N:7]1[CH:11]=[CH:10][N:9]=[CH:8]1)[CH3:6], predict the reaction product. The product is: [C:1]([O-:4])(=[O:3])[CH3:2].[CH2:5]([N+:7]1[CH:11]=[CH:10][NH:9][CH:8]=1)[CH3:6]. (2) The product is: [Br:8][C:5]1[N:6]=[CH:7][C:2]([NH:1][C:20](=[O:21])[C:19]([CH3:24])([CH3:23])[CH3:18])=[N:3][CH:4]=1. Given the reactants [NH2:1][C:2]1[CH:7]=[N:6][C:5]([Br:8])=[CH:4][N:3]=1.ClCCl.N1C=CC=CC=1.[CH3:18][C:19]([CH3:24])([CH3:23])[C:20](Cl)=[O:21], predict the reaction product.